This data is from Reaction yield outcomes from USPTO patents with 853,638 reactions. The task is: Predict the reaction yield, written as a fraction of the theoretical maximum amount of product (1.0 means a 100% yield; for example, 0.34 means a 34% yield). (1) The reactants are [Cl:1][C:2]1[CH:3]=[C:4]([NH:9][C:10]2[C:19]3[C:14](=[CH:15][C:16]([O:22][CH2:23][C:24]#[N:25])=[C:17]([O:20][CH3:21])[CH:18]=3)[N:13]=[CH:12][N:11]=2)[CH:5]=[CH:6][C:7]=1[Cl:8].[NH2:26][OH:27]. The catalyst is CCO. The product is [Cl:1][C:2]1[CH:3]=[C:4]([NH:9][C:10]2[C:19]3[C:14](=[CH:15][C:16]([O:22][CH2:23][C:24](=[NH:25])[NH:26][OH:27])=[C:17]([O:20][CH3:21])[CH:18]=3)[N:13]=[CH:12][N:11]=2)[CH:5]=[CH:6][C:7]=1[Cl:8]. The yield is 0.900. (2) The reactants are Br[CH2:2][CH2:3][O:4][Si:5]([C:8]([CH3:11])([CH3:10])[CH3:9])([CH3:7])[CH3:6].C(=O)([O-])[O-].[K+].[K+].[CH:18]1([C:21]2[CH:22]=[C:23]([NH2:37])[CH:24]=[C:25]3[C:29]=2[N:28]([C:30]2[CH:31]=[N:32][C:33]([CH3:36])=[CH:34][CH:35]=2)[CH:27]=[CH:26]3)[CH2:20][CH2:19]1. The catalyst is C(#N)C. The product is [Si:5]([O:4][CH2:3][CH2:2][NH:37][C:23]1[CH:24]=[C:25]2[C:29](=[C:21]([CH:18]3[CH2:19][CH2:20]3)[CH:22]=1)[N:28]([C:30]1[CH:31]=[N:32][C:33]([CH3:36])=[CH:34][CH:35]=1)[CH:27]=[CH:26]2)([C:8]([CH3:11])([CH3:10])[CH3:9])([CH3:7])[CH3:6]. The yield is 0.733. (3) The catalyst is O1CCCC1. The reactants are [Cl:1][C:2]1[CH:7]=[CH:6][C:5]([CH2:8][C:9]2[C:18]3[C:13](=[CH:14][CH:15]=[CH:16][CH:17]=3)[C:12](=[O:19])[N:11]([CH2:20][C@H:21]3[CH2:25][CH2:24][CH2:23][NH:22]3)[N:10]=2)=[CH:4][CH:3]=1.[C:26]([O:30][CH3:31])(=[O:29])[CH:27]=[CH2:28]. The yield is 0.870. The product is [Cl:1][C:2]1[CH:7]=[CH:6][C:5]([CH2:8][C:9]2[C:18]3[C:13](=[CH:14][CH:15]=[CH:16][CH:17]=3)[C:12](=[O:19])[N:11]([CH2:20][C@H:21]3[CH2:25][CH2:24][CH2:23][N:22]3[CH2:28][CH2:27][C:26]([O:30][CH3:31])=[O:29])[N:10]=2)=[CH:4][CH:3]=1.